Dataset: NCI-60 drug combinations with 297,098 pairs across 59 cell lines. Task: Regression. Given two drug SMILES strings and cell line genomic features, predict the synergy score measuring deviation from expected non-interaction effect. (1) Drug 1: C1=C(C(=O)NC(=O)N1)N(CCCl)CCCl. Drug 2: CC1CCC2CC(C(=CC=CC=CC(CC(C(=O)C(C(C(=CC(C(=O)CC(OC(=O)C3CCCCN3C(=O)C(=O)C1(O2)O)C(C)CC4CCC(C(C4)OC)OCCO)C)C)O)OC)C)C)C)OC. Cell line: UO-31. Synergy scores: CSS=28.3, Synergy_ZIP=-5.91, Synergy_Bliss=-0.841, Synergy_Loewe=3.48, Synergy_HSA=4.18. (2) Drug 1: CCC(=C(C1=CC=CC=C1)C2=CC=C(C=C2)OCCN(C)C)C3=CC=CC=C3.C(C(=O)O)C(CC(=O)O)(C(=O)O)O. Drug 2: CC1=C2C(C(=O)C3(C(CC4C(C3C(C(C2(C)C)(CC1OC(=O)C(C(C5=CC=CC=C5)NC(=O)C6=CC=CC=C6)O)O)OC(=O)C7=CC=CC=C7)(CO4)OC(=O)C)O)C)OC(=O)C. Cell line: SK-MEL-28. Synergy scores: CSS=24.8, Synergy_ZIP=5.11, Synergy_Bliss=14.2, Synergy_Loewe=-2.29, Synergy_HSA=11.4. (3) Drug 1: CS(=O)(=O)OCCCCOS(=O)(=O)C. Drug 2: C1CC(=O)NC(=O)C1N2C(=O)C3=CC=CC=C3C2=O. Cell line: KM12. Synergy scores: CSS=8.24, Synergy_ZIP=-2.72, Synergy_Bliss=1.44, Synergy_Loewe=-2.49, Synergy_HSA=-1.80. (4) Cell line: OVCAR-4. Drug 2: C1=NC2=C(N1)C(=S)N=CN2. Synergy scores: CSS=61.4, Synergy_ZIP=-0.864, Synergy_Bliss=-0.676, Synergy_Loewe=-14.9, Synergy_HSA=-0.573. Drug 1: CS(=O)(=O)CCNCC1=CC=C(O1)C2=CC3=C(C=C2)N=CN=C3NC4=CC(=C(C=C4)OCC5=CC(=CC=C5)F)Cl. (5) Drug 1: CNC(=O)C1=CC=CC=C1SC2=CC3=C(C=C2)C(=NN3)C=CC4=CC=CC=N4. Drug 2: C1=C(C(=O)NC(=O)N1)F. Cell line: TK-10. Synergy scores: CSS=32.4, Synergy_ZIP=6.08, Synergy_Bliss=4.30, Synergy_Loewe=3.81, Synergy_HSA=4.71. (6) Drug 1: C1CCN(CC1)CCOC2=CC=C(C=C2)C(=O)C3=C(SC4=C3C=CC(=C4)O)C5=CC=C(C=C5)O. Synergy scores: CSS=19.3, Synergy_ZIP=-0.719, Synergy_Bliss=2.70, Synergy_Loewe=4.01, Synergy_HSA=4.29. Cell line: RXF 393. Drug 2: C1=CC(=CC=C1CC(C(=O)O)N)N(CCCl)CCCl.Cl. (7) Drug 1: CN(C)C1=NC(=NC(=N1)N(C)C)N(C)C. Drug 2: CCC1=C2CN3C(=CC4=C(C3=O)COC(=O)C4(CC)O)C2=NC5=C1C=C(C=C5)O. Cell line: NCI-H522. Synergy scores: CSS=33.6, Synergy_ZIP=-0.584, Synergy_Bliss=-3.18, Synergy_Loewe=-44.0, Synergy_HSA=-5.49. (8) Drug 1: CC12CCC3C(C1CCC2=O)CC(=C)C4=CC(=O)C=CC34C. Drug 2: CC1=C(C(=CC=C1)Cl)NC(=O)C2=CN=C(S2)NC3=CC(=NC(=N3)C)N4CCN(CC4)CCO. Cell line: HT29. Synergy scores: CSS=34.4, Synergy_ZIP=-5.55, Synergy_Bliss=-0.191, Synergy_Loewe=-1.27, Synergy_HSA=1.76. (9) Drug 1: C1=CN(C(=O)N=C1N)C2C(C(C(O2)CO)O)O.Cl. Drug 2: C#CCC(CC1=CN=C2C(=N1)C(=NC(=N2)N)N)C3=CC=C(C=C3)C(=O)NC(CCC(=O)O)C(=O)O. Cell line: NCI-H460. Synergy scores: CSS=59.2, Synergy_ZIP=-0.377, Synergy_Bliss=-2.83, Synergy_Loewe=-4.06, Synergy_HSA=-1.21. (10) Drug 1: C1=CC(=CC=C1C#N)C(C2=CC=C(C=C2)C#N)N3C=NC=N3. Drug 2: CC(C)CN1C=NC2=C1C3=CC=CC=C3N=C2N. Cell line: NCI/ADR-RES. Synergy scores: CSS=2.75, Synergy_ZIP=-4.57, Synergy_Bliss=-11.9, Synergy_Loewe=-5.12, Synergy_HSA=-8.43.